Dataset: Catalyst prediction with 721,799 reactions and 888 catalyst types from USPTO. Task: Predict which catalyst facilitates the given reaction. (1) Reactant: [F:1][C:2]1[CH:34]=[CH:33][CH:32]=[C:31]([F:35])[C:3]=1[C:4]([NH:6][C:7]1[C:8]([C:12]2[NH:13][C:14]([C:19]3[CH:24]=[CH:23][C:22]([N:25]4[CH2:30][CH2:29][O:28][CH2:27][CH2:26]4)=[CH:21][CH:20]=3)=[C:15]([CH:17]=[O:18])[N:16]=2)=[N:9][NH:10][CH:11]=1)=[O:5].[BH4-].[Na+]. Product: [F:1][C:2]1[CH:34]=[CH:33][CH:32]=[C:31]([F:35])[C:3]=1[C:4]([NH:6][C:7]1[C:8]([C:12]2[NH:13][C:14]([C:19]3[CH:24]=[CH:23][C:22]([N:25]4[CH2:26][CH2:27][O:28][CH2:29][CH2:30]4)=[CH:21][CH:20]=3)=[C:15]([CH2:17][OH:18])[N:16]=2)=[N:9][NH:10][CH:11]=1)=[O:5]. The catalyst class is: 8. (2) Reactant: N1C=CN=C1.[CH3:6][C:7]([Si:10](Cl)([CH3:12])[CH3:11])([CH3:9])[CH3:8].[CH2:14]([C:16]1[O:17][C:18]([CH2:21][CH2:22][OH:23])=[CH:19][CH:20]=1)[CH3:15]. Product: [C:7]([Si:10]([O:23][CH2:22][CH2:21][C:18]1[O:17][C:16]([CH2:14][CH3:15])=[CH:20][CH:19]=1)([CH3:12])[CH3:11])([CH3:9])([CH3:8])[CH3:6]. The catalyst class is: 369. (3) Reactant: [N:1]1[CH:6]=[CH:5][C:4](B(O)O)=[CH:3][CH:2]=1.Br[C:11]1[CH:16]=[CH:15][CH:14]=[CH:13][C:12]=1[O:17][CH3:18].O. Product: [CH3:18][O:17][C:12]1[CH:13]=[CH:14][CH:15]=[CH:16][C:11]=1[C:4]1[CH:5]=[CH:6][N:1]=[CH:2][CH:3]=1. The catalyst class is: 837. (4) Reactant: [CH2:1]([N:4]1[C:12]2[C:11](Cl)=[N:10][C:9](=[O:14])[N:8]([CH2:15][CH2:16][CH2:17][CH2:18][CH3:19])[C:7]=2[N:6]=[CH:5]1)[CH:2]=[CH2:3].[N-:20]=[N+:21]=[N-:22].[Na+]. Product: [CH2:1]([N:4]1[C:12]2[C:11]3=[N:20][N:21]=[N:22][N:10]3[C:9](=[O:14])[N:8]([CH2:15][CH2:16][CH2:17][CH2:18][CH3:19])[C:7]=2[N:6]=[CH:5]1)[CH:2]=[CH2:3]. The catalyst class is: 8. (5) Reactant: [CH3:1][C:2]1[CH:7]=[C:6]([O:8][CH3:9])[CH:5]=[CH:4][C:3]=1[NH2:10].[CH2:11]=O.C[O-].[Na+].[BH4-].[Na+]. Product: [CH3:11][NH:10][C:3]1[CH:4]=[CH:5][C:6]([O:8][CH3:9])=[CH:7][C:2]=1[CH3:1]. The catalyst class is: 125. (6) Reactant: [Cl:1][C:2]1[CH:7]=[CH:6][C:5]([NH:8][C:9](=[O:31])[NH:10][C:11]2[CH:30]=[CH:29][C:14]([O:15][C:16]3[CH:21]=[CH:20][N:19]=[C:18]([C:22]([O:24]C(C)(C)C)=[O:23])[CH:17]=3)=[CH:13][CH:12]=2)=[CH:4][C:3]=1[C:32]([F:35])([F:34])[F:33].C(Cl)Cl.C(O)(C(F)(F)F)=O.C([SiH](C(C)C)C(C)C)(C)C. Product: [Cl:1][C:2]1[CH:7]=[CH:6][C:5]([NH:8][C:9](=[O:31])[NH:10][C:11]2[CH:30]=[CH:29][C:14]([O:15][C:16]3[CH:21]=[CH:20][N:19]=[C:18]([C:22]([OH:24])=[O:23])[CH:17]=3)=[CH:13][CH:12]=2)=[CH:4][C:3]=1[C:32]([F:35])([F:33])[F:34]. The catalyst class is: 11. (7) Product: [CH2:36]([NH:35][CH2:34][C:12]1[C:13]2[N:14]([CH2:31][O:32][CH3:33])[C:15]([C:25]3[CH:30]=[CH:29][CH:28]=[CH:27][CH:26]=3)=[C:16]([CH:19]3[CH2:20][CH2:21][CH2:22][CH2:23][CH2:24]3)[C:17]=2[S:18][C:11]=1[C:8]([OH:10])=[O:9])[C:37]1[CH:41]=[CH:40][CH:3]=[CH:2][CH:38]=1.[C:3]([OH:5])([C:2]([F:7])([F:6])[F:1])=[O:4]. Reactant: [F:1][C:2]([F:7])([F:6])[C:3]([O-:5])=[O:4].[C:8]([C:11]1[S:18][C:17]2[C:16]([CH:19]3[CH2:24][CH2:23][CH2:22][CH2:21][CH2:20]3)=[C:15]([C:25]3[CH:30]=[CH:29][CH:28]=[CH:27][CH:26]=3)[N:14]([CH2:31][O:32][CH3:33])[C:13]=2[C:12]=1[CH2:34][NH2+:35][CH2:36][CH:37]1[CH2:41][CH2:40]S(=O)(=O)[CH2:38]1)([OH:10])=[O:9].C1(C2C3SC(C(O)=O)=C(C=O)C=3N(COC)C=2C2C=CC=CC=2)CCCCC1.C(N)C1C=CC=CC=1.C(O[BH-](OC(=O)C)OC(=O)C)(=O)C.[Na+]. The catalyst class is: 26.